This data is from Reaction yield outcomes from USPTO patents with 853,638 reactions. The task is: Predict the reaction yield, written as a fraction of the theoretical maximum amount of product (1.0 means a 100% yield; for example, 0.34 means a 34% yield). (1) The reactants are [NH2:1][C:2]1[CH:3]=[CH:4][C:5]([F:21])=[C:6]([C@:8]2([CH3:20])[C@H:13]3[C:14]([F:18])([F:17])[CH2:15][CH2:16][C@H:12]3[O:11][C:10]([NH2:19])=[N:9]2)[CH:7]=1.[F:22][C:23]([C:26]1[N:27]=[CH:28][C:29]([C:32](O)=[O:33])=[N:30][CH:31]=1)([F:25])[CH3:24]. No catalyst specified. The product is [NH2:19][C:10]1[O:11][C@@H:12]2[CH2:16][CH2:15][C:14]([F:17])([F:18])[C@@H:13]2[C@:8]([C:6]2[CH:7]=[C:2]([NH:1][C:32]([C:29]3[CH:28]=[N:27][C:26]([C:23]([F:25])([F:22])[CH3:24])=[CH:31][N:30]=3)=[O:33])[CH:3]=[CH:4][C:5]=2[F:21])([CH3:20])[N:9]=1. The yield is 0.520. (2) The reactants are [Cl:1][C:2]1[CH:3]=[C:4]2[C:9](=[CH:10][C:11]=1[N+:12]([O-])=O)[N:8]=[CH:7][NH:6][C:5]2=[O:15].[NH4+].[Cl-]. The catalyst is CO.O.[Fe]. The product is [Cl:1][C:2]1[CH:3]=[C:4]2[C:9](=[CH:10][C:11]=1[NH2:12])[N:8]=[CH:7][NH:6][C:5]2=[O:15]. The yield is 0.900. (3) The reactants are CCN(C(C)C)C(C)C.[CH3:10][O:11][C:12]1[CH:13]=[CH:14][CH:15]=[C:16]2[C:21]=1[O:20][C:19](=[O:22])[C:18]([C:23]([OH:25])=O)=[CH:17]2.CN(C(ON1N=NC2C=CC=NC1=2)=[N+](C)C)C.F[P-](F)(F)(F)(F)F.[CH3:50][N:51]1[CH:55]=[C:54]([C:56]2[CH:57]=[C:58]([NH2:62])[CH:59]=[CH:60][CH:61]=2)[CH:53]=[N:52]1. The catalyst is CN(C=O)C. The product is [CH3:50][N:51]1[CH:55]=[C:54]([C:56]2[CH:57]=[C:58]([NH:62][C:23]([C:18]3[C:19](=[O:22])[O:20][C:21]4[C:16]([CH:17]=3)=[CH:15][CH:14]=[CH:13][C:12]=4[O:11][CH3:10])=[O:25])[CH:59]=[CH:60][CH:61]=2)[CH:53]=[N:52]1. The yield is 0.710.